From a dataset of NCI-60 drug combinations with 297,098 pairs across 59 cell lines. Regression. Given two drug SMILES strings and cell line genomic features, predict the synergy score measuring deviation from expected non-interaction effect. (1) Drug 1: C1C(C(OC1N2C=C(C(=O)NC2=O)F)CO)O. Drug 2: CC1CCC2CC(C(=CC=CC=CC(CC(C(=O)C(C(C(=CC(C(=O)CC(OC(=O)C3CCCCN3C(=O)C(=O)C1(O2)O)C(C)CC4CCC(C(C4)OC)OCCO)C)C)O)OC)C)C)C)OC. Cell line: SF-295. Synergy scores: CSS=40.5, Synergy_ZIP=-4.82, Synergy_Bliss=-2.68, Synergy_Loewe=-3.91, Synergy_HSA=-0.179. (2) Drug 1: C(CC(=O)O)C(=O)CN.Cl. Drug 2: C1C(C(OC1N2C=NC3=C2NC=NCC3O)CO)O. Cell line: RPMI-8226. Synergy scores: CSS=20.6, Synergy_ZIP=-1.01, Synergy_Bliss=-0.636, Synergy_Loewe=-4.18, Synergy_HSA=-3.99. (3) Drug 1: C1=CC(=CC=C1CCC2=CNC3=C2C(=O)NC(=N3)N)C(=O)NC(CCC(=O)O)C(=O)O. Drug 2: C1CC(=O)NC(=O)C1N2C(=O)C3=CC=CC=C3C2=O. Cell line: NCI/ADR-RES. Synergy scores: CSS=17.6, Synergy_ZIP=-1.22, Synergy_Bliss=-0.655, Synergy_Loewe=-12.2, Synergy_HSA=-1.89. (4) Drug 1: CC(C)(C#N)C1=CC(=CC(=C1)CN2C=NC=N2)C(C)(C)C#N. Drug 2: COC1=NC(=NC2=C1N=CN2C3C(C(C(O3)CO)O)O)N. Cell line: SK-MEL-28. Synergy scores: CSS=5.67, Synergy_ZIP=-1.20, Synergy_Bliss=2.20, Synergy_Loewe=2.57, Synergy_HSA=1.73.